This data is from Forward reaction prediction with 1.9M reactions from USPTO patents (1976-2016). The task is: Predict the product of the given reaction. (1) Given the reactants [F:1][C:2]1[C:3]([C:9]#[N:10])=[N:4][CH:5]=[CH:6][C:7]=1I.[CH3:11][C:12]1[CH:17]=[CH:16][N:15]=[CH:14][C:13]=1B(O)O.C(=O)([O-])[O-].[Cs+].[Cs+], predict the reaction product. The product is: [F:1][C:2]1[C:3]([C:9]#[N:10])=[N:4][CH:5]=[CH:6][C:7]=1[C:13]1[CH:14]=[N:15][CH:16]=[CH:17][C:12]=1[CH3:11]. (2) Given the reactants Cl.[NH2:2][CH2:3][C:4]([NH:6][CH2:7][CH2:8][CH2:9][CH2:10][C:11]1[CH:16]=[CH:15][CH:14]=[CH:13][CH:12]=1)=[O:5].[C:17](=N)([C:24]1[CH:29]=[CH:28][CH:27]=[CH:26][CH:25]=1)[C:18]1[CH:23]=[CH:22][CH:21]=[CH:20][CH:19]=1, predict the reaction product. The product is: [C:18]1([C:17](=[N:2][CH2:3][C:4]([NH:6][CH2:7][CH2:8][CH2:9][CH2:10][C:11]2[CH:12]=[CH:13][CH:14]=[CH:15][CH:16]=2)=[O:5])[C:24]2[CH:25]=[CH:26][CH:27]=[CH:28][CH:29]=2)[CH:23]=[CH:22][CH:21]=[CH:20][CH:19]=1. (3) Given the reactants [CH3:1][N:2]1[C:6]([C:7](=[O:24])[NH:8][C:9]2[CH:14]=[CH:13][N:12]3[N:15]=[C:16]([C:18]4[CH:19]=[N:20][CH:21]=[CH:22][CH:23]=4)[N:17]=[C:11]3[CH:10]=2)=[C:5]([C:25]([OH:27])=O)[CH:4]=[N:3]1.[NH:28]1[CH2:33][CH2:32][O:31][CH2:30][CH2:29]1.CCCP(=O)=O.C(N(CC)C(C)C)(C)C, predict the reaction product. The product is: [CH3:1][N:2]1[C:6]([C:7]([NH:8][C:9]2[CH:14]=[CH:13][N:12]3[N:15]=[C:16]([C:18]4[CH:19]=[N:20][CH:21]=[CH:22][CH:23]=4)[N:17]=[C:11]3[CH:10]=2)=[O:24])=[C:5]([C:25]([N:28]2[CH2:33][CH2:32][O:31][CH2:30][CH2:29]2)=[O:27])[CH:4]=[N:3]1. (4) Given the reactants [CH3:1][O:2][C:3]1[CH:12]=[C:11]2[C:6]([CH2:7][CH2:8][CH2:9][C:10]2=[O:13])=[CH:5][CH:4]=1.[N-:14]=[N+]=[N-].[Na+].C(=O)([O-])[O-].[Na+].[Na+], predict the reaction product. The product is: [CH3:1][O:2][C:3]1[CH:4]=[CH:5][C:6]2[CH2:7][CH2:8][CH2:9][NH:14][C:10](=[O:13])[C:11]=2[CH:12]=1.